From a dataset of Catalyst prediction with 721,799 reactions and 888 catalyst types from USPTO. Predict which catalyst facilitates the given reaction. Reactant: Cl[C:2]1[C:11]2[N:12]=[C:13]([OH:23])[N:14]([C@@H:15]([C:17]3[CH:22]=[CH:21][CH:20]=[CH:19][CH:18]=3)[CH3:16])[C:10]=2[C:9]2[CH:8]=[CH:7][CH:6]=[CH:5][C:4]=2[N:3]=1.[NH3:24]. Product: [NH2:24][C:2]1[C:11]2[N:12]=[C:13]([OH:23])[N:14]([C@@H:15]([C:17]3[CH:22]=[CH:21][CH:20]=[CH:19][CH:18]=3)[CH3:16])[C:10]=2[C:9]2[CH:8]=[CH:7][CH:6]=[CH:5][C:4]=2[N:3]=1. The catalyst class is: 5.